This data is from Forward reaction prediction with 1.9M reactions from USPTO patents (1976-2016). The task is: Predict the product of the given reaction. (1) The product is: [NH2:1][C:2]1[CH:7]=[CH:6][C:5]([S:8](=[O:9])(=[O:10])[NH:11][C:12]2[CH:13]=[CH:14][C:15]3[CH2:19][O:18][B:17]([OH:20])[C:16]=3[CH:21]=2)=[C:4]([CH:3]=1)[CH2:22][NH:23][C:25](=[O:26])[O:27][CH:28]([CH3:30])[CH3:29]. Given the reactants [NH2:1][C:2]1[CH:7]=[CH:6][C:5]([S:8]([NH:11][C:12]2[CH:13]=[CH:14][C:15]3[CH2:19][O:18][B:17]([OH:20])[C:16]=3[CH:21]=2)(=[O:10])=[O:9])=[C:4]([CH2:22][NH2:23])[CH:3]=1.Cl[C:25]([O:27][CH:28]([CH3:30])[CH3:29])=[O:26], predict the reaction product. (2) Given the reactants [NH:1]1[C:9]2[C:4](=[CH:5][CH:6]=[CH:7][CH:8]=2)[CH2:3][C:2]1=[O:10].[CH3:11][C:12]1[C:16]([CH3:17])=[CH:15][NH:14][C:13]=1[CH:18]=O, predict the reaction product. The product is: [CH3:11][C:12]1[C:16]([CH3:17])=[CH:15][NH:14][C:13]=1[CH:18]=[C:3]1[C:4]2[C:9](=[CH:8][CH:7]=[CH:6][CH:5]=2)[NH:1][C:2]1=[O:10]. (3) The product is: [OH:1][CH2:2][CH2:3][CH2:4][CH2:5][CH2:6][CH2:7][CH2:8][CH2:9][CH2:10][CH2:11][N:12]1[C:20](=[O:21])[CH:19]=[CH:14][C:13]1=[O:23]. Given the reactants [OH:1][CH2:2][CH2:3][CH2:4][CH2:5][CH2:6][CH2:7][CH2:8][CH2:9][CH2:10][CH2:11][N:12]1[C:20](=[O:21])[CH:19]2[CH:14](C3OC2C=C3)[C:13]1=[O:23], predict the reaction product. (4) Given the reactants [H-].[Na+].[CH:3]([S:6]([C:9]1[CH:14]=[CH:13][CH:12]=[CH:11][C:10]=1[NH2:15])(=[O:8])=[O:7])([CH3:5])[CH3:4].[Cl:16][C:17]1[N:22]=[C:21](Cl)[C:20]([CH3:24])=[CH:19][N:18]=1, predict the reaction product. The product is: [Cl:16][C:17]1[N:22]=[C:21]([NH:15][C:10]2[CH:11]=[CH:12][CH:13]=[CH:14][C:9]=2[S:6]([CH:3]([CH3:5])[CH3:4])(=[O:8])=[O:7])[C:20]([CH3:24])=[CH:19][N:18]=1. (5) Given the reactants [F:1][C:2]1[C:31]([F:32])=[CH:30][CH:29]=[CH:28][C:3]=1[CH2:4][NH:5][C:6]1[C:11]([C:12]([NH2:14])=[O:13])=[CH:10][N:9]=[C:8]([NH:15][C:16]2[CH:21]=[CH:20][C:19]([CH:22]3[CH2:27][CH2:26][NH:25][CH2:24][CH2:23]3)=[CH:18][CH:17]=2)[CH:7]=1.CCN(C(C)C)C(C)C.Br[CH2:43][CH2:44][F:45], predict the reaction product. The product is: [F:1][C:2]1[C:31]([F:32])=[CH:30][CH:29]=[CH:28][C:3]=1[CH2:4][NH:5][C:6]1[C:11]([C:12]([NH2:14])=[O:13])=[CH:10][N:9]=[C:8]([NH:15][C:16]2[CH:17]=[CH:18][C:19]([CH:22]3[CH2:23][CH2:24][N:25]([CH2:43][CH2:44][F:45])[CH2:26][CH2:27]3)=[CH:20][CH:21]=2)[CH:7]=1. (6) The product is: [Cl:16][C:17]1[CH:22]=[C:21]([CH2:23][CH2:15][C@H:9]2[C:10]3[C:5](=[CH:4][C:3]([O:2][CH3:1])=[C:12]([O:13][CH3:14])[CH:11]=3)[CH2:6][CH2:7][NH:8]2)[CH:20]=[CH:19][C:18]=1[CH3:25]. Given the reactants [CH3:1][O:2][C:3]1[CH:4]=[C:5]2[C:10](=[CH:11][C:12]=1[O:13][CH3:14])[C:9]([CH3:15])=[N:8][CH2:7][CH2:6]2.[Cl:16][C:17]1[CH:22]=[C:21]([CH2:23]Cl)[CH:20]=[CH:19][C:18]=1[CH3:25], predict the reaction product.